This data is from NCI-60 drug combinations with 297,098 pairs across 59 cell lines. The task is: Regression. Given two drug SMILES strings and cell line genomic features, predict the synergy score measuring deviation from expected non-interaction effect. Drug 1: COC1=C(C=C2C(=C1)N=CN=C2NC3=CC(=C(C=C3)F)Cl)OCCCN4CCOCC4. Drug 2: CC1=CC2C(CCC3(C2CCC3(C(=O)C)OC(=O)C)C)C4(C1=CC(=O)CC4)C. Cell line: SF-268. Synergy scores: CSS=8.87, Synergy_ZIP=-1.49, Synergy_Bliss=0.582, Synergy_Loewe=-14.9, Synergy_HSA=-3.79.